From a dataset of Full USPTO retrosynthesis dataset with 1.9M reactions from patents (1976-2016). Predict the reactants needed to synthesize the given product. (1) Given the product [F:1][C:2]1[CH:3]=[CH:4][C:5]([C:8]#[C:9][C@H:10]2[CH2:11][N:12]([C:37]([C:36]3[CH:40]=[C:32]([CH3:31])[CH:33]=[CH:34][C:35]=3[N:41]3[N:45]=[CH:44][CH:43]=[N:42]3)=[O:38])[C@H:13]([CH3:16])[CH2:14][CH2:15]2)=[N:6][CH:7]=1, predict the reactants needed to synthesize it. The reactants are: [F:1][C:2]1[CH:3]=[CH:4][C:5]([C:8]#[C:9][C@@H:10]2[CH2:15][CH2:14][C@@H:13]([CH3:16])[NH:12][CH2:11]2)=[N:6][CH:7]=1.C(Cl)CCl.C1C=NC2N(O)N=NC=2C=1.[CH3:31][C:32]1[CH:33]=[CH:34][C:35]([N:41]2[N:45]=[CH:44][CH:43]=[N:42]2)=[C:36]([CH:40]=1)[C:37](O)=[O:38].C(N(CC)CC)C. (2) Given the product [CH3:1][S:2]([N:5]1[CH2:14][CH2:13][C:12]2[C:7](=[CH:8][CH:9]=[C:10]([O:15][CH2:16][CH2:17][CH2:18][C:19]3[CH:20]=[CH:21][C:22]([O:25][C:27]4[N:32]=[CH:31][CH:30]=[CH:29][N:28]=4)=[CH:23][CH:24]=3)[CH:11]=2)[CH2:6]1)(=[O:4])=[O:3], predict the reactants needed to synthesize it. The reactants are: [CH3:1][S:2]([N:5]1[CH2:14][CH2:13][C:12]2[C:7](=[CH:8][CH:9]=[C:10]([O:15][CH2:16][CH2:17][CH2:18][C:19]3[CH:24]=[CH:23][C:22]([OH:25])=[CH:21][CH:20]=3)[CH:11]=2)[CH2:6]1)(=[O:4])=[O:3].Cl[C:27]1[N:32]=[CH:31][CH:30]=[CH:29][N:28]=1. (3) Given the product [O:1]([C:9]1[CH:14]=[CH:13][C:12]([C:15]([C:20]2[CH:25]=[CH:24][C:23](/[CH:26]=[CH:27]\[CH:28]([OH:33])[C:29]([CH3:32])([CH3:31])[CH3:30])=[C:22]([CH3:34])[CH:21]=2)([CH2:16][CH3:17])[CH2:18][CH3:19])=[CH:11][C:10]=1[CH3:35])[Si:2]([C:5]([CH3:6])([CH3:7])[CH3:8])([CH3:3])[CH3:4], predict the reactants needed to synthesize it. The reactants are: [O:1]([C:9]1[CH:14]=[CH:13][C:12]([C:15]([C:20]2[CH:25]=[CH:24][C:23]([C:26]#[C:27][CH:28]([OH:33])[C:29]([CH3:32])([CH3:31])[CH3:30])=[C:22]([CH3:34])[CH:21]=2)([CH2:18][CH3:19])[CH2:16][CH3:17])=[CH:11][C:10]=1[CH3:35])[Si:2]([C:5]([CH3:8])([CH3:7])[CH3:6])([CH3:4])[CH3:3].[H][H]. (4) Given the product [C:26]([NH:29][C:30]1[CH:35]=[C:34]([C:16]2[CH:15]=[CH:14][C:13]([O:12][CH2:11][C:8]3[S:9][CH:10]=[C:6]([C:4]([OH:3])=[O:5])[N:7]=3)=[CH:18][CH:17]=2)[CH:33]=[CH:32][CH:31]=1)(=[O:28])[CH3:27], predict the reactants needed to synthesize it. The reactants are: C([O:3][C:4]([C:6]1[N:7]=[C:8]([CH2:11][O:12][C:13]2[CH:18]=[CH:17][C:16](I)=[CH:15][CH:14]=2)[S:9][CH:10]=1)=[O:5])C.C(=O)([O-])[O-].[K+].[K+].[C:26]([NH:29][C:30]1[CH:31]=[C:32](B(O)O)[CH:33]=[CH:34][CH:35]=1)(=[O:28])[CH3:27].Cl. (5) Given the product [Br:20][C:21]1[CH:28]=[CH:27][C:24]([CH2:25][NH:12][C@H:9]2[CH2:10][CH2:11][N:7]([CH:2]3[CH2:3][CH2:4][CH2:5][CH2:6]3)[CH2:8]2)=[CH:23][CH:22]=1, predict the reactants needed to synthesize it. The reactants are: Cl.[CH:2]1([N:7]2[CH2:11][CH2:10][C@H:9]([NH2:12])[CH2:8]2)[CH2:6][CH2:5][CH2:4][CH2:3]1.C(N(CC)CC)C.[Br:20][C:21]1[CH:28]=[CH:27][C:24]([CH:25]=O)=[CH:23][CH:22]=1.[BH4-].[Na+]. (6) Given the product [ClH:31].[ClH:31].[CH2:2]([O:4][C:5]([C:7]1([CH2:19][O:20][C:21]2[C:30]([Cl:31])=[C:29]3[C:24]([CH:25]=[CH:26][C:27]([C:32](=[NH:34])[NH2:33])=[CH:28]3)=[CH:23][CH:22]=2)[CH2:8][CH2:9][N:10]([C:13]2[CH:14]=[CH:15][N:16]=[CH:17][CH:18]=2)[CH2:11][CH2:12]1)=[O:6])[CH3:3], predict the reactants needed to synthesize it. The reactants are: S.[CH2:2]([O:4][C:5]([C:7]1([CH2:19][O:20][C:21]2[C:30]([Cl:31])=[C:29]3[C:24]([CH:25]=[CH:26][C:27]([C:32]#[N:33])=[CH:28]3)=[CH:23][CH:22]=2)[CH2:12][CH2:11][N:10]([C:13]2[CH:18]=[CH:17][N:16]=[CH:15][CH:14]=2)[CH2:9][CH2:8]1)=[O:6])[CH3:3].[N:34]1C=CC=CC=1. (7) The reactants are: [CH2:1]([O:3][CH:4]([O:21][CH2:22][CH3:23])[CH2:5][CH:6]([C:10]1[CH:15]=[CH:14][CH:13]=[CH:12][C:11]=1OC(F)(F)F)[C:7](=[O:9])[CH3:8])[CH3:2].[C:24]1(CC(=O)CCC)C=CC=C[CH:25]=1. Given the product [CH2:22]([O:21][CH:4]([O:3][CH2:1][CH3:2])[CH2:5][CH:6]([C:10]1[CH:11]=[CH:12][CH:13]=[CH:14][CH:15]=1)[C:7](=[O:9])[CH2:8][CH2:24][CH3:25])[CH3:23], predict the reactants needed to synthesize it. (8) Given the product [Cl:21][C:18]([Cl:19])([Cl:20])[CH2:17][O:16][C:14](=[O:15])[N:13]([CH:11]1[CH2:10][CH:9]([C:31]([N:33]2[CH2:38][CH2:37][N:36]([C:39]3[CH:44]=[CH:43][CH:42]=[CH:41][C:40]=3[C:45]#[N:46])[CH2:35][CH2:34]2)=[O:32])[NH:8][CH2:12]1)[CH2:22][C:23]1[CH:28]=[CH:27][C:26]([F:29])=[CH:25][C:24]=1[F:30], predict the reactants needed to synthesize it. The reactants are: C(OC([N:8]1[CH2:12][CH:11]([N:13]([CH2:22][C:23]2[CH:28]=[CH:27][C:26]([F:29])=[CH:25][C:24]=2[F:30])[C:14]([O:16][CH2:17][C:18]([Cl:21])([Cl:20])[Cl:19])=[O:15])[CH2:10][CH:9]1[C:31]([N:33]1[CH2:38][CH2:37][N:36]([C:39]2[CH:44]=[CH:43][CH:42]=[CH:41][C:40]=2[C:45]#[N:46])[CH2:35][CH2:34]1)=[O:32])=O)(C)(C)C.C(O)(C(F)(F)F)=O. (9) Given the product [CH:24]1([C:20]2[C:19]([C:17]3[N:9]([C:6]4[CH:7]=[CH:8][C:3]([O:2][CH3:1])=[CH:4][CH:5]=4)[C:10]4[CH:15]=[CH:14][CH:13]=[CH:12][C:11]=4[N:16]=3)=[CH:23][O:22][N:21]=2)[CH2:26][CH2:25]1, predict the reactants needed to synthesize it. The reactants are: [CH3:1][O:2][C:3]1[CH:8]=[CH:7][C:6]([NH:9][C:10]2[CH:15]=[CH:14][CH:13]=[CH:12][C:11]=2[NH:16][C:17]([C:19]2[C:20]([CH:24]3[CH2:26][CH2:25]3)=[N:21][O:22][CH:23]=2)=O)=[CH:5][CH:4]=1.Cl.O1CCOCC1.